This data is from Forward reaction prediction with 1.9M reactions from USPTO patents (1976-2016). The task is: Predict the product of the given reaction. (1) Given the reactants [NH2:1][C:2]1[CH:3]=[CH:4][C:5]([CH:13]([C:16]([C:18]2[CH:23]=[CH:22][CH:21]=[CH:20][C:19]=2[F:24])=[O:17])[C:14]#[N:15])=[N:6][C:7]=1[S:8]([CH2:11]C)(=O)=O.[H-].[Na+], predict the reaction product. The product is: [F:24][C:19]1[CH:20]=[CH:21][CH:22]=[CH:23][C:18]=1[C:16](=[O:17])[CH:13]([C:5]1[N:6]=[C:7]2[S:8][C:11]([NH:1][CH:2]([CH3:3])[CH3:7])=[N:1][C:2]2=[CH:3][CH:4]=1)[C:14]#[N:15]. (2) Given the reactants [O-]CC.[Na+].ClC1C=CC(C(NC(C(OCC)=O)C(OCC)=O)=O)=CC=1.BrCC1C2C(=CC=CC=2)NC(=O)C=1.[Cl:39][C:40]1[CH:71]=[CH:70][C:43]([C:44]([NH:46][C:47](C(OCC)=O)([CH2:53][C:54]2[C:63]3[C:58](=[CH:59][CH:60]=[CH:61][CH:62]=3)[NH:57][C:56](=[O:64])[CH:55]=2)[C:48]([O:50]CC)=[O:49])=[O:45])=[CH:42][CH:41]=1.[OH-].[K+], predict the reaction product. The product is: [Cl:39][C:40]1[CH:41]=[CH:42][C:43]([C:44]([NH:46][CH:47]([CH2:53][C:54]2[C:63]3[C:58](=[CH:59][CH:60]=[CH:61][CH:62]=3)[NH:57][C:56](=[O:64])[CH:55]=2)[C:48]([OH:50])=[O:49])=[O:45])=[CH:70][CH:71]=1. (3) Given the reactants [F:1][C:2]([F:24])([F:23])[O:3][C:4]1[CH:5]=[C:6]([C:10]([C:12]2[CH:17]=[CH:16][CH:15]=[C:14]([O:18][C:19]([F:22])([F:21])[F:20])[CH:13]=2)=O)[CH:7]=[CH:8][CH:9]=1.CC1C=CC(S([CH2:35][N+:36]#[C-])(=O)=O)=CC=1.CC([O-])(C)C.[K+].CC(O)(C)C, predict the reaction product. The product is: [F:1][C:2]([F:24])([F:23])[O:3][C:4]1[CH:5]=[C:6]([CH:10]([C:12]2[CH:17]=[CH:16][CH:15]=[C:14]([O:18][C:19]([F:22])([F:21])[F:20])[CH:13]=2)[C:35]#[N:36])[CH:7]=[CH:8][CH:9]=1. (4) Given the reactants [NH4+].[N:2]#[C:3][S-:4].[CH2:5]1[C:13]2[C:8](=[CH:9][C:10]([NH2:14])=[CH:11][CH:12]=2)[CH2:7][CH2:6]1, predict the reaction product. The product is: [CH2:5]1[C:13]2[C:8](=[CH:9][C:10]([NH:14][C:3]([NH2:2])=[S:4])=[CH:11][CH:12]=2)[CH2:7][CH2:6]1.